Dataset: Forward reaction prediction with 1.9M reactions from USPTO patents (1976-2016). Task: Predict the product of the given reaction. (1) The product is: [CH3:25][C:22]1[N:21]=[C:20]2[C:19]([C:17]3[NH:18][C:8](=[O:9])[C:7]4[CH:11]=[CH:12][CH:13]=[CH:14][C:6]=4[C:2]=3[O:26]2)=[CH:24][CH:23]=1. Given the reactants Br[C:2](C)([C:6]1[C:7](=[C:11](C)[CH:12]=[CH:13][CH:14]=1)[C:8]([O-])=[O:9])C([O-])=O.[C:17]([C:19]1[C:20]([OH:26])=[N:21][C:22]([CH3:25])=[CH:23][CH:24]=1)#[N:18].C(=O)([O-])[O-].[K+].[K+], predict the reaction product. (2) Given the reactants [NH2:1][C:2]1[CH:10]=[CH:9][C:5]([C:6]([OH:8])=[O:7])=[CH:4][CH:3]=1.[CH3:11][S:12](=[S:24])([O:14][CH2:15][CH2:16][O:17][CH2:18][CH2:19][O:20][CH2:21][CH2:22]Br)=[O:13].[Cl-].[Cs+], predict the reaction product. The product is: [CH3:11][S:12](=[S:24])([O:14][CH2:15][CH2:16][O:17][CH2:18][CH2:19][O:20][CH2:21][CH2:22][O:7][C:6]([C:5]1[CH:9]=[CH:10][C:2]([NH2:1])=[CH:3][CH:4]=1)=[O:8])=[O:13]. (3) Given the reactants [F:1][CH:2]([F:32])[CH2:3][O:4][C:5]1[C:9]2[C:10](=[O:25])[N:11]([CH2:16][C:17](=[O:24])[C:18]3[CH:23]=[CH:22][CH:21]=[CH:20][CH:19]=3)[C:12]([CH2:14][CH3:15])=[CH:13][C:8]=2[N:7]([CH3:26])[C:6]=1[C:27]([O:29][CH2:30][CH3:31])=[O:28].FC(F)(F)S(OCC(F)F)(=O)=O.C(=O)([O-])[O-].[Cs+].[Cs+], predict the reaction product. The product is: [F:32][CH:2]([F:1])[CH2:3][O:4][C:5]1[C:9]2[C:10](=[O:25])[N:11]([CH2:16][C:17](=[O:24])[C:18]3[CH:23]=[CH:22][CH:21]=[CH:20][CH:19]=3)[C:12]([CH2:14][CH3:15])=[CH:13][C:8]=2[N:7]([CH3:26])[C:6]=1[C:27]([OH:29])=[O:28].[F:32][CH:2]([F:1])[CH2:3][O:4][C:5]1[C:9]2[C:10](=[O:25])[N:11]([CH2:16][C:17](=[O:24])[C:18]3[CH:23]=[CH:22][CH:21]=[CH:20][CH:19]=3)[C:12]([CH2:14][CH3:15])=[CH:13][C:8]=2[N:7]([CH3:26])[C:6]=1[C:27]([O:29][CH2:30][CH3:31])=[O:28]. (4) Given the reactants Br[C:2]1[CH:3]=[CH:4][C:5]([OH:26])=[C:6]([C:8]2[S:9][C:10]3[CH:16]=[C:15]([C:17]([N:19]([CH2:21][CH2:22][N:23]([CH3:25])[CH3:24])[CH3:20])=[O:18])[CH:14]=[CH:13][C:11]=3[N:12]=2)[CH:7]=1.[CH3:27][O:28][C:29]1[CH:30]=[C:31](B(O)O)[CH:32]=[CH:33][CH:34]=1.C(=O)([O-])[O-].[Na+].[Na+].C(O)C, predict the reaction product. The product is: [CH3:24][N:23]([CH3:25])[CH2:22][CH2:21][N:19]([CH3:20])[C:17]([C:15]1[CH:14]=[CH:13][C:11]2[N:12]=[C:8]([C:6]3[CH:7]=[C:2]([C:33]4[CH:32]=[CH:31][CH:30]=[C:29]([O:28][CH3:27])[CH:34]=4)[CH:3]=[CH:4][C:5]=3[OH:26])[S:9][C:10]=2[CH:16]=1)=[O:18].